From a dataset of Reaction yield outcomes from USPTO patents with 853,638 reactions. Predict the reaction yield, written as a fraction of the theoretical maximum amount of product (1.0 means a 100% yield; for example, 0.34 means a 34% yield). (1) The reactants are [Cl:1][C:2]1[CH:20]=[CH:19][C:5]([C:6]([NH:8][C:9]2[CH:14]=[CH:13][CH:12]=[C:11]([S:15](=[O:18])(=[O:17])[NH2:16])[CH:10]=2)=[O:7])=[C:4](F)[CH:3]=1.[Cl:22][C:23]1[CH:28]=[C:27]([F:29])[CH:26]=[CH:25][C:24]=1[OH:30].C(=O)([O-])[O-].[Cs+].[Cs+]. The catalyst is CN(C=O)C. The product is [Cl:1][C:2]1[CH:20]=[CH:19][C:5]([C:6]([NH:8][C:9]2[CH:14]=[CH:13][CH:12]=[C:11]([S:15](=[O:18])(=[O:17])[NH2:16])[CH:10]=2)=[O:7])=[C:4]([O:30][C:24]2[CH:25]=[CH:26][C:27]([F:29])=[CH:28][C:23]=2[Cl:22])[CH:3]=1. The yield is 0.0300. (2) The reactants are C(OC([N:8]1[CH2:13][CH2:12][CH2:11][CH:10]([N:14]2[C:27]3[CH:26]=[C:25]([Cl:28])[CH:24]=[CH:23][C:22]=3[S:21][C:20]3[C:15]2=[CH:16][CH:17]=[CH:18][CH:19]=3)[CH2:9]1)=O)(C)(C)C.Cl. The catalyst is C(OCC)C.C(OCC)(=O)C. The product is [Cl:28][C:25]1[CH:24]=[CH:23][C:22]2[S:21][C:20]3[C:15](=[CH:16][CH:17]=[CH:18][CH:19]=3)[N:14]([CH:10]3[CH2:11][CH2:12][CH2:13][NH:8][CH2:9]3)[C:27]=2[CH:26]=1. The yield is 1.00. (3) The reactants are C[O:2]C1C(OC)=CC2N(C)C(=O)CN=C(C3C=C(C=CC=3)C#N)C=2C=1.[CH3:26][O:27][C:28]1[C:29]([O:51][CH3:52])=[CH:30][C:31]2[N:37]([CH2:38][CH2:39][CH3:40])[C:36](=[O:41])[CH2:35][N:34]=[C:33]([C:42]3[CH:43]=[C:44]([CH:47]=[CH:48][CH:49]=3)[C:45]#[N:46])[C:32]=2[CH:50]=1. No catalyst specified. The product is [CH3:26][O:27][C:28]1[C:29]([O:51][CH3:52])=[CH:30][C:31]2[N:37]([CH2:38][CH2:39][CH3:40])[C:36](=[O:41])[CH2:35][N:34]=[C:33]([C:42]3[CH:43]=[C:44]([CH:47]=[CH:48][CH:49]=3)[C:45]([NH2:46])=[O:2])[C:32]=2[CH:50]=1. The yield is 0.500. (4) The reactants are [Cl:1][C:2]1[CH:3]=[N:4][N:5]([C:7]2[CH:12]=[C:11]([CH3:13])[C:10]([C:14]3[C:18](=[O:19])[CH2:17][CH:16]([CH2:20][C:21]#[N:22])[C:15]=3[O:23]C)=[C:9]([CH3:25])[CH:8]=2)[CH:6]=1.FC1C(F)=C(F)C(F)=C(F)C=1[O:37][C:38]([C:40]1[CH:45]=[CH:44][CH:43]=[CH:42][N:41]=1)=O.[CH3:46]OCCOC. The catalyst is [Ni]. The product is [Cl:1][C:2]1[CH:3]=[N:4][N:5]([C:7]2[CH:12]=[C:11]([CH3:13])[C:10]([C:14]3[C:15](=[O:23])[CH:16]([CH2:20][CH2:21][NH:22][C:38]([C:40]4[CH:45]=[CH:44][CH:43]=[CH:42][N:41]=4)=[O:37])[CH2:17][C:18]=3[O:19][CH3:46])=[C:9]([CH3:25])[CH:8]=2)[CH:6]=1. The yield is 0.742. (5) The reactants are [O:1](CC(C(=O)C(C)O)(O)C(O)=O)[Si:2]([C:5]([CH3:8])([CH3:7])[CH3:6])([CH3:4])[CH3:3].[C:20]([O:25]C(C)(C)C)(=[O:24])[CH:21]([CH3:23])[OH:22].C1(N=C=NC2CCCCC2)CCCCC1.C(=O)([O-])O.[Na+]. The catalyst is C(Cl)Cl.CN(C)C1C=CN=CC=1. The product is [O:1]([C:21]([CH3:23])([OH:22])[C:20]([OH:25])=[O:24])[Si:2]([C:5]([CH3:8])([CH3:7])[CH3:6])([CH3:4])[CH3:3]. The yield is 0.728.